Dataset: Full USPTO retrosynthesis dataset with 1.9M reactions from patents (1976-2016). Task: Predict the reactants needed to synthesize the given product. (1) Given the product [CH:13]1([NH:12][C:10](=[O:11])[C:9]2[CH:16]=[CH:17][C:18]([CH3:19])=[C:7]([N:6]3[CH:5]=[N:4][C:3]4[C:2]3=[N:1][CH:28]=[N:30][C:20]=4[C:21]3[CH:26]=[CH:25][CH:24]=[CH:23][CH:22]=3)[CH:8]=2)[CH2:15][CH2:14]1, predict the reactants needed to synthesize it. The reactants are: [NH2:1][C:2]1[N:6]([C:7]2[CH:8]=[C:9]([CH:16]=[CH:17][C:18]=2[CH3:19])[C:10]([NH:12][CH:13]2[CH2:15][CH2:14]2)=[O:11])[CH:5]=[N:4][C:3]=1[C:20](=O)[C:21]1[CH:26]=[CH:25][CH:24]=[CH:23][CH:22]=1.[CH:28]([NH2:30])=O.C(O)(=O)C. (2) Given the product [C:23]([O:22][C:20]([N:17]1[CH2:16][CH2:15][C:13]2([N:12]([CH2:28][C:29]3[CH:34]=[CH:33][CH:32]=[CH:31][CH:30]=3)[C:11](=[O:27])[C@H:10]([CH2:3][C:4]3[CH:9]=[CH:8][CH:7]=[CH:6][CH:5]=3)[NH:14]2)[CH2:19][CH2:18]1)=[O:21])([CH3:24])([CH3:26])[CH3:25], predict the reactants needed to synthesize it. The reactants are: [H-].[Na+].[CH2:3]([C@@H:10]1[NH:14][C:13]2([CH2:19][CH2:18][N:17]([C:20]([O:22][C:23]([CH3:26])([CH3:25])[CH3:24])=[O:21])[CH2:16][CH2:15]2)[NH:12][C:11]1=[O:27])[C:4]1[CH:9]=[CH:8][CH:7]=[CH:6][CH:5]=1.[CH2:28](Cl)[C:29]1[CH:34]=[CH:33][CH:32]=[CH:31][CH:30]=1.[NH4+].[Cl-]. (3) Given the product [CH3:16][O:5][C:4](=[O:6])[C:3]1[CH:7]=[C:8]([N+:11]([O-:13])=[O:12])[CH:9]=[CH:10][C:2]=1[F:1], predict the reactants needed to synthesize it. The reactants are: [F:1][C:2]1[CH:10]=[CH:9][C:8]([N+:11]([O-:13])=[O:12])=[CH:7][C:3]=1[C:4]([OH:6])=[O:5].Cl[Si](C)(C)[CH3:16].CCCCCCC.